Dataset: Reaction yield outcomes from USPTO patents with 853,638 reactions. Task: Predict the reaction yield, written as a fraction of the theoretical maximum amount of product (1.0 means a 100% yield; for example, 0.34 means a 34% yield). (1) The reactants are [NH2:1][C:2]1[N:3]([CH3:24])[C:4](=[O:23])[C:5]2([C:15]3[C:10](=[CH:11][CH:12]=[C:13](Br)[CH:14]=3)[O:9][CH:8]([C:17]3[CH:22]=[CH:21][CH:20]=[CH:19][CH:18]=3)[CH2:7]2)[N:6]=1.F[C:26]1[CH:31]=[CH:30][C:29](B(O)O)=[CH:28][C:27]=1[O:35][C:36]([F:39])([F:38])[F:37]. The catalyst is O1CCOCC1.C([O-])([O-])=O.[Cs+].[Cs+].Cl[Pd](Cl)([P](C1C=CC=CC=1)(C1C=CC=CC=1)C1C=CC=CC=1)[P](C1C=CC=CC=1)(C1C=CC=CC=1)C1C=CC=CC=1. The product is [NH2:1][C:2]1[N:3]([CH3:24])[C:4](=[O:23])[C:5]2([C:15]3[C:10](=[CH:11][CH:12]=[C:13]([C:29]4[CH:30]=[CH:31][CH:26]=[C:27]([O:35][C:36]([F:37])([F:38])[F:39])[CH:28]=4)[CH:14]=3)[O:9][CH:8]([C:17]3[CH:22]=[CH:21][CH:20]=[CH:19][CH:18]=3)[CH2:7]2)[N:6]=1. The yield is 0.140. (2) The reactants are [C:1]([C:4]1[S:5][CH:6]=[C:7]([C:9]([OH:11])=O)[N:8]=1)(=[O:3])[CH3:2].[NH2:12][C@@H:13]([CH3:30])[CH2:14][N:15]1[CH:19]=[CH:18][C:17]([C:20]2[CH:27]=[CH:26][C:23]([C:24]#[N:25])=[C:22]([Cl:28])[C:21]=2[CH3:29])=[N:16]1. No catalyst specified. The product is [C:1]([C:4]1[S:5][CH:6]=[C:7]([C:9]([NH:12][C@@H:13]([CH3:30])[CH2:14][N:15]2[CH:19]=[CH:18][C:17]([C:20]3[CH:27]=[CH:26][C:23]([C:24]#[N:25])=[C:22]([Cl:28])[C:21]=3[CH3:29])=[N:16]2)=[O:11])[N:8]=1)(=[O:3])[CH3:2]. The yield is 0.300. (3) The reactants are [N:1]1([C:7]([C:9]2[S:13][C:12]([CH:14]=O)=[CH:11][CH:10]=2)=[O:8])[CH2:6][CH2:5][CH2:4][CH2:3][CH2:2]1.[N:16]1C=CC=CC=1.Cl.NO. The catalyst is CCO. The product is [N:1]1([C:7]([C:9]2[S:13][C:12]([C:14]#[N:16])=[CH:11][CH:10]=2)=[O:8])[CH2:6][CH2:5][CH2:4][CH2:3][CH2:2]1. The yield is 0.650. (4) The reactants are C(O)(C(F)(F)F)=O.C(OC(=O)[NH:14][CH2:15][C:16]([N:18]1[CH2:23][CH2:22][N:21]([CH2:24][C:25]2[CH:30]=[CH:29][C:28]([C:31](=[O:46])[NH:32][CH2:33][C:34]3[CH:39]=[C:38]([Cl:40])[CH:37]=[CH:36][C:35]=3[S:41]([CH2:44][CH3:45])(=[O:43])=[O:42])=[CH:27][C:26]=2[C:47]([F:50])([F:49])[F:48])[CH2:20][CH2:19]1)=[O:17])(C)(C)C. The catalyst is C(Cl)Cl. The product is [NH2:14][CH2:15][C:16]([N:18]1[CH2:19][CH2:20][N:21]([CH2:24][C:25]2[CH:30]=[CH:29][C:28]([C:31]([NH:32][CH2:33][C:34]3[CH:39]=[C:38]([Cl:40])[CH:37]=[CH:36][C:35]=3[S:41]([CH2:44][CH3:45])(=[O:43])=[O:42])=[O:46])=[CH:27][C:26]=2[C:47]([F:48])([F:49])[F:50])[CH2:22][CH2:23]1)=[O:17]. The yield is 0.660.